From a dataset of Full USPTO retrosynthesis dataset with 1.9M reactions from patents (1976-2016). Predict the reactants needed to synthesize the given product. The reactants are: [C:1]([O:4][C:5]1[CH:13]=[CH:12][C:8]([C:9](O)=[O:10])=[CH:7][CH:6]=1)(=[O:3])[CH3:2].C(Cl)(=O)C([Cl:17])=O.CN(C=O)C. Given the product [C:1]([O:4][C:5]1[CH:13]=[CH:12][C:8]([C:9]([Cl:17])=[O:10])=[CH:7][CH:6]=1)(=[O:3])[CH3:2], predict the reactants needed to synthesize it.